This data is from Full USPTO retrosynthesis dataset with 1.9M reactions from patents (1976-2016). The task is: Predict the reactants needed to synthesize the given product. The reactants are: [CH2:1]([O:3][C:4](=[O:22])[NH:5][C:6]([CH3:21])([CH3:20])[CH2:7][CH2:8][N:9]1C(=O)C2C(=CC=CC=2)C1=O)[CH3:2].O.NN. Given the product [NH2:9][CH2:8][CH2:7][C:6]([NH:5][C:4](=[O:22])[O:3][CH2:1][CH3:2])([CH3:21])[CH3:20], predict the reactants needed to synthesize it.